Task: Predict the reaction yield, written as a fraction of the theoretical maximum amount of product (1.0 means a 100% yield; for example, 0.34 means a 34% yield).. Dataset: Reaction yield outcomes from USPTO patents with 853,638 reactions (1) The reactants are Br[C:2]1[C:10]2[C:6](=[N:7][S:8][N:9]=2)[C:5]([Br:11])=[CH:4][CH:3]=1.[CH3:12][O:13][C:14]([C:16]1[CH:21]=[CH:20][C:19](B(O)O)=[CH:18][CH:17]=1)=[O:15].C([O-])([O-])=O.[Na+].[Na+].C1(C)C=CC=CC=1. The catalyst is C1C=CC([P]([Pd]([P](C2C=CC=CC=2)(C2C=CC=CC=2)C2C=CC=CC=2)([P](C2C=CC=CC=2)(C2C=CC=CC=2)C2C=CC=CC=2)[P](C2C=CC=CC=2)(C2C=CC=CC=2)C2C=CC=CC=2)(C2C=CC=CC=2)C2C=CC=CC=2)=CC=1.O.C1COCC1. The product is [Br:11][C:5]1[C:6]2=[N:7][S:8][N:9]=[C:10]2[C:2]([C:19]2[CH:20]=[CH:21][C:16]([C:14]([O:13][CH3:12])=[O:15])=[CH:17][CH:18]=2)=[CH:3][CH:4]=1. The yield is 0.260. (2) The reactants are [CH3:1]N(C)C=O.[F:6][C:7]1[CH:12]=[CH:11][C:10]([N:13]2[CH2:17][CH2:16][CH:15]([NH:18][C:19](=[O:25])[O:20][C:21]([CH3:24])([CH3:23])[CH3:22])[CH2:14]2)=[CH:9][CH:8]=1.[H-].[Na+].CI. The catalyst is C(OCC)(=O)C. The product is [F:6][C:7]1[CH:8]=[CH:9][C:10]([N:13]2[CH2:17][CH2:16][CH:15]([N:18]([CH3:1])[C:19](=[O:25])[O:20][C:21]([CH3:22])([CH3:24])[CH3:23])[CH2:14]2)=[CH:11][CH:12]=1. The yield is 0.880.